From a dataset of Full USPTO retrosynthesis dataset with 1.9M reactions from patents (1976-2016). Predict the reactants needed to synthesize the given product. Given the product [Cl:1][C:2]1[CH:11]=[C:10]2[C:5]([CH2:6][CH2:7][CH2:8][N:9]2[C:12]2[N:13]=[CH:14][N:15]=[C:16]([NH:28][C:29]3[CH:30]=[C:31]([NH:35][C:36](=[O:39])[CH:37]=[CH2:38])[CH:32]=[CH:33][CH:34]=3)[N:17]=2)=[CH:4][CH:3]=1, predict the reactants needed to synthesize it. The reactants are: [Cl:1][C:2]1[CH:11]=[C:10]2[C:5]([CH2:6][CH2:7][CH2:8][N:9]2[C:12]2[N:17]=[C:16](Cl)[N:15]=[CH:14][N:13]=2)=[CH:4][CH:3]=1.CCN(C(C)C)C(C)C.[NH2:28][C:29]1[CH:30]=[C:31]([NH:35][C:36](=[O:39])[CH:37]=[CH2:38])[CH:32]=[CH:33][CH:34]=1.